This data is from Reaction yield outcomes from USPTO patents with 853,638 reactions. The task is: Predict the reaction yield, written as a fraction of the theoretical maximum amount of product (1.0 means a 100% yield; for example, 0.34 means a 34% yield). (1) The reactants are [C:1]([O:4][C@@H:5]1[C@@H:10]([O:11][C:12](=[O:14])[CH3:13])[C@H:9]([O:15][C:16](=[O:18])[CH3:17])[C@@H:8]([O:19][CH3:20])[O:7][C@H:6]1[C:21]1[CH:26]=[CH:25][C:24]([Cl:27])=[C:23]([CH2:28][C:29]2[CH:34]=[CH:33][C:32]([O:35][CH2:36][CH:37]=O)=[CH:31][CH:30]=2)[CH:22]=1)(=[O:3])[CH3:2].N1C=CC=CC=1.C([O-])(=O)C.[Na+].Cl.[CH3:51][O:52][NH2:53]. The catalyst is C(O)C. The product is [C:1]([O:4][C@@H:5]1[C@@H:10]([O:11][C:12](=[O:14])[CH3:13])[C@H:9]([O:15][C:16](=[O:18])[CH3:17])[C@@H:8]([O:19][CH3:20])[O:7][C@H:6]1[C:21]1[CH:26]=[CH:25][C:24]([Cl:27])=[C:23]([CH2:28][C:29]2[CH:34]=[CH:33][C:32]([O:35][CH2:36][CH:37]=[N:53][O:52][CH3:51])=[CH:31][CH:30]=2)[CH:22]=1)(=[O:3])[CH3:2]. The yield is 0.645. (2) The yield is 0.280. The catalyst is C(Cl)(Cl)Cl. The reactants are [CH2:1]([CH:4]([NH:8][C:9]([NH:11][CH:12]([CH2:16][CH2:17][CH3:18])[CH2:13][CH2:14][CH3:15])=[O:10])[CH2:5][CH2:6][CH3:7])[CH2:2][CH3:3].[C:19](Cl)(=[O:24])[CH2:20][C:21](Cl)=[O:22]. The product is [CH2:1]([CH:4]([N:8]1[C:21](=[O:22])[CH2:20][C:19](=[O:24])[N:11]([CH:12]([CH2:16][CH2:17][CH3:18])[CH2:13][CH2:14][CH3:15])[C:9]1=[O:10])[CH2:5][CH2:6][CH3:7])[CH2:2][CH3:3]. (3) The reactants are [Cl:1][C:2]1[CH:3]=[C:4]2[C:10]3([CH2:15][CH2:14][N:13]([C:16]([O:18][C:19]([CH3:22])([CH3:21])[CH3:20])=[O:17])[CH2:12][CH2:11]3)[CH2:9][N:8]([C:23]3[C:24]4[C@H:31]([CH3:32])[CH2:30][CH:29]([OH:33])[C:25]=4[N:26]=[CH:27][N:28]=3)[C:5]2=[CH:6][CH:7]=1.[N+:34]([C:37]1[CH:45]=[CH:44][C:40]([C:41](Cl)=[O:42])=[CH:39][CH:38]=1)([O-:36])=[O:35]. The catalyst is C(Cl)Cl.C([O-])(O)=O.[Na+]. The product is [Cl:1][C:2]1[CH:3]=[C:4]2[C:10]3([CH2:11][CH2:12][N:13]([C:16]([O:18][C:19]([CH3:22])([CH3:21])[CH3:20])=[O:17])[CH2:14][CH2:15]3)[CH2:9][N:8]([C:23]3[C:24]4[C@H:31]([CH3:32])[CH2:30][C@@H:29]([O:33][C:41](=[O:42])[C:40]5[CH:39]=[CH:38][C:37]([N+:34]([O-:36])=[O:35])=[CH:45][CH:44]=5)[C:25]=4[N:26]=[CH:27][N:28]=3)[C:5]2=[CH:6][CH:7]=1. The yield is 0.230. (4) The reactants are Br[C:2]1[C:6]2[CH2:7][N:8]([C:11](=[O:13])[CH3:12])[CH2:9][CH2:10][C:5]=2[N:4]([CH:14]2[CH2:19][CH2:18][O:17][CH2:16][CH2:15]2)[N:3]=1.[Cl:20][C:21]1[CH:30]=[C:29]2[C:24]([CH2:25][CH2:26][CH2:27][NH:28]2)=[CH:23][CH:22]=1.C1(P(C2CCCCC2)C2C=CC=CC=2C2C(OC(C)C)=CC=CC=2OC(C)C)CCCCC1.C(O[Na])(C)(C)C. The catalyst is O1CCOCC1. The product is [Cl:20][C:21]1[CH:30]=[C:29]2[C:24]([CH2:25][CH2:26][CH2:27][N:28]2[C:2]2[C:6]3[CH2:7][N:8]([C:11](=[O:13])[CH3:12])[CH2:9][CH2:10][C:5]=3[N:4]([CH:14]3[CH2:19][CH2:18][O:17][CH2:16][CH2:15]3)[N:3]=2)=[CH:23][CH:22]=1. The yield is 0.630. (5) The reactants are [Br:1][C:2]1[C:10]2[O:9][CH:8]([CH2:11][OH:12])[CH2:7][C:6]=2[CH:5]=[C:4]([F:13])[CH:3]=1.[C:14]1([CH3:24])[CH:19]=[CH:18][C:17]([S:20](Cl)(=[O:22])=[O:21])=[CH:16][CH:15]=1.CC1C=CC(S(OCC2CC3C(C(F)(F)F)=CC=C(Cl)C=3O2)(=O)=O)=CC=1. No catalyst specified. The product is [CH3:24][C:14]1[CH:19]=[CH:18][C:17]([S:20]([O:12][CH2:11][CH:8]2[CH2:7][C:6]3[CH:5]=[C:4]([F:13])[CH:3]=[C:2]([Br:1])[C:10]=3[O:9]2)(=[O:22])=[O:21])=[CH:16][CH:15]=1. The yield is 0.660. (6) The reactants are [CH3:1][C:2]1([CH3:32])[N:6]([C:7]([O:9][C:10]([CH3:13])([CH3:12])[CH3:11])=[O:8])[C@@H:5]([CH2:14][CH2:15][C:16]2[CH:21]=[CH:20][C:19]([NH:22][C:23]3[N:28]=[CH:27][C:26]([S:29]([CH3:31])=[O:30])=[CH:25][N:24]=3)=[CH:18][CH:17]=2)[CH2:4][O:3]1.C1C=C(Cl)C=C(C(OO)=[O:41])C=1. The catalyst is ClCCl.[O-]S([O-])=O.[Na+].[Na+]. The product is [CH3:1][C:2]1([CH3:32])[N:6]([C:7]([O:9][C:10]([CH3:11])([CH3:12])[CH3:13])=[O:8])[C@@H:5]([CH2:14][CH2:15][C:16]2[CH:21]=[CH:20][C:19]([NH:22][C:23]3[N:28]=[CH:27][C:26]([S:29]([CH3:31])(=[O:41])=[O:30])=[CH:25][N:24]=3)=[CH:18][CH:17]=2)[CH2:4][O:3]1. The yield is 0.940.